From a dataset of Full USPTO retrosynthesis dataset with 1.9M reactions from patents (1976-2016). Predict the reactants needed to synthesize the given product. (1) Given the product [CH2:34]([O:33][C:31](=[O:32])[CH2:30][C:8]12[CH2:21][CH2:22][CH2:23][CH2:24][C:7]1([CH2:6][C:5]1[CH:25]=[CH:26][C:2]([Br:1])=[CH:3][CH:4]=1)[NH:11][C:10](=[O:12])[N:9]2[C:13]1[CH:14]=[C:15]([Cl:20])[CH:16]=[C:17]([Cl:19])[CH:18]=1)[CH3:35], predict the reactants needed to synthesize it. The reactants are: [Br:1][C:2]1[CH:26]=[CH:25][C:5]([CH2:6][C:7]23[CH2:24][CH2:23][CH2:22][CH:21]=[C:8]2[N:9]([C:13]2[CH:18]=[C:17]([Cl:19])[CH:16]=[C:15]([Cl:20])[CH:14]=2)[C:10](=[O:12])[NH:11]3)=[CH:4][CH:3]=1.[H-].[Na+].Br[CH2:30][C:31]([O:33][CH2:34][CH3:35])=[O:32]. (2) Given the product [Br:1][C:2]1[CH:3]=[C:4]([C:8]2[CH:16]=[CH:15][CH:14]=[C:13]3[C:9]=2[C:10](=[CH:34][C:30]2[NH:31][C:32]([CH3:33])=[C:28]([C:26]([N:21]4[CH2:20][C@H:19]([CH3:18])[NH:24][C@H:23]([CH3:25])[CH2:22]4)=[O:27])[C:29]=2[CH3:36])[C:11](=[O:17])[NH:12]3)[CH:5]=[CH:6][CH:7]=1, predict the reactants needed to synthesize it. The reactants are: [Br:1][C:2]1[CH:3]=[C:4]([C:8]2[CH:16]=[CH:15][CH:14]=[C:13]3[C:9]=2[CH2:10][C:11](=[O:17])[NH:12]3)[CH:5]=[CH:6][CH:7]=1.[CH3:18][C@H:19]1[NH:24][C@@H:23]([CH3:25])[CH2:22][N:21]([C:26]([C:28]2[C:29]([CH3:36])=[C:30]([CH:34]=O)[NH:31][C:32]=2[CH3:33])=[O:27])[CH2:20]1. (3) Given the product [Br:1][C:2]1[CH:9]=[CH:8][C:7]([O:10][Si:15]([C:11]([CH3:14])([CH3:13])[CH3:12])([C:23]2[CH:24]=[CH:25][CH:26]=[CH:27][CH:28]=2)[C:17]2[CH:22]=[CH:21][CH:20]=[CH:19][CH:18]=2)=[CH:6][C:3]=1[CH:4]=[O:5], predict the reactants needed to synthesize it. The reactants are: [Br:1][C:2]1[CH:9]=[CH:8][C:7]([OH:10])=[CH:6][C:3]=1[CH:4]=[O:5].[C:11]([Si:15]([C:23]1[CH:28]=[CH:27][CH:26]=[CH:25][CH:24]=1)([C:17]1[CH:22]=[CH:21][CH:20]=[CH:19][CH:18]=1)Cl)([CH3:14])([CH3:13])[CH3:12].N1C=CN=C1. (4) The reactants are: [NH2:1][C:2]1[NH:6][N:5]=[C:4]([C:7]2[CH:12]=[CH:11][C:10]([O:13][C:14]3[CH:19]=[CH:18][CH:17]=[CH:16][CH:15]=3)=[CH:9][CH:8]=2)[C:3]=1[C:20]([NH2:22])=[O:21].C([O-])([O-])=O.[K+].[K+].F[C:30]1[CH:35]=[CH:34][C:33]([N+:36]([O-:38])=[O:37])=[CH:32][C:31]=1[CH2:39][CH2:40]O. Given the product [N+:36]([C:33]1[CH:34]=[CH:35][C:30]2[N:6]3[N:5]=[C:4]([C:7]4[CH:8]=[CH:9][C:10]([O:13][C:14]5[CH:19]=[CH:18][CH:17]=[CH:16][CH:15]=5)=[CH:11][CH:12]=4)[C:3]([C:20]([NH2:22])=[O:21])=[C:2]3[NH:1][CH2:40][CH2:39][C:31]=2[CH:32]=1)([O-:38])=[O:37], predict the reactants needed to synthesize it.